The task is: Binary Classification. Given a drug SMILES string, predict its activity (active/inactive) in a high-throughput screening assay against a specified biological target.. This data is from HIV replication inhibition screening data with 41,000+ compounds from the AIDS Antiviral Screen. (1) The drug is CCN(CC)CCOc1ccc2c(c1O)C(=O)c1ccccc1C2=O. The result is 0 (inactive). (2) The drug is CCCCCCCCCCCC(=O)OCC1OC(OC)C(NC(=O)N(CCCl)N=O)C(O)C1O. The result is 0 (inactive).